From a dataset of Forward reaction prediction with 1.9M reactions from USPTO patents (1976-2016). Predict the product of the given reaction. (1) Given the reactants O1C2C=CC(C3C(=O)OC(O)(C4C=CC(OC)=CC=4)C=3[CH2:15][C:16]3[CH:21]=[C:20]([O:22][CH3:23])[C:19]([O:24][CH3:25])=[C:18]([O:26][CH2:27][CH2:28][O:29][CH2:30][CH2:31][O:32][CH2:33][CH2:34][O:35][CH2:36][CH2:37][N:38]=[N+:39]=[N-:40])[CH:17]=3)=CC=2OC1.CCCCCCCCCCN.C1(P(C2C=CC=CC=2)C2C=CC=CC=2)C=CC=CC=1.C[O:82][C:83]1C(OC)=CC(C=O)=C[C:84]=1[OH:93], predict the reaction product. The product is: [N:38]([CH2:37][CH2:36][O:35][CH2:34][CH2:33][O:32][CH2:31][CH2:30][O:29][CH2:28][CH2:27][O:26][C:18]1[CH:17]=[C:16]([CH:15]2[O:93][CH2:84][CH2:83][O:82]2)[CH:21]=[C:20]([O:22][CH3:23])[C:19]=1[O:24][CH3:25])=[N+:39]=[N-:40]. (2) Given the reactants Br[C:2]1[CH:11]=[C:10]2[C:5]([CH2:6][CH:7]([CH3:26])[N:8]([C:12]3[CH:17]=[C:16]([N:18]4[CH2:23][CH2:22][N:21]([CH3:24])[CH2:20][CH2:19]4)[N:15]=[C:14]([NH2:25])[N:13]=3)[CH2:9]2)=[CH:4][CH:3]=1.CC1(C)C(C)(C)OB([C:35]2[CH:36]=[N:37][N:38]([CH2:40][CH2:41][C:42]#[N:43])[CH:39]=2)O1.C(=O)(O)[O-].[Na+].O1CCOCC1, predict the reaction product. The product is: [NH2:25][C:14]1[N:13]=[C:12]([N:8]2[CH:7]([CH3:26])[CH2:6][C:5]3[C:10](=[CH:11][C:2]([C:35]4[CH:36]=[N:37][N:38]([CH2:40][CH2:41][C:42]#[N:43])[CH:39]=4)=[CH:3][CH:4]=3)[CH2:9]2)[CH:17]=[C:16]([N:18]2[CH2:19][CH2:20][N:21]([CH3:24])[CH2:22][CH2:23]2)[N:15]=1. (3) Given the reactants [CH2:1]([N:3]1[C:11]2[C:6](=[C:7]([O:13][CH3:14])[CH:8]=[CH:9][C:10]=2[F:12])[C:5]([CH2:15][CH2:16][OH:17])=[CH:4]1)C.F[C:19]1[CH:20]=[C:21]([CH2:33][CH2:34]C2C=CC=CC=2)[C:22](OC)=[C:23]2[C:27]=1NC=C2CCO, predict the reaction product. The product is: [F:12][C:10]1[CH:9]=[C:8]([CH2:34][CH2:33][C:21]2[CH:22]=[CH:23][CH:27]=[CH:19][CH:20]=2)[C:7]([O:13][CH3:14])=[C:6]2[C:11]=1[N:3]([CH3:1])[CH:4]=[C:5]2[CH2:15][CH2:16][OH:17].